Dataset: Reaction yield outcomes from USPTO patents with 853,638 reactions. Task: Predict the reaction yield, written as a fraction of the theoretical maximum amount of product (1.0 means a 100% yield; for example, 0.34 means a 34% yield). (1) The reactants are C[O:2][C:3](=[O:22])[C:4]1[CH:9]=[C:8]([CH2:10][C:11]2[CH:16]=[CH:15][CH:14]=[C:13]([Cl:17])[C:12]=2[F:18])[C:7]([O:19][CH3:20])=[CH:6][C:5]=1[F:21].[OH-].[Na+].O.Cl. The catalyst is CN1CCCC1=O. The product is [Cl:17][C:13]1[C:12]([F:18])=[C:11]([CH:16]=[CH:15][CH:14]=1)[CH2:10][C:8]1[C:7]([O:19][CH3:20])=[CH:6][C:5]([F:21])=[C:4]([CH:9]=1)[C:3]([OH:22])=[O:2]. The yield is 0.934. (2) The reactants are [F:1][C:2]1[CH:7]=[C:6]([S:8]([CH3:11])(=[O:10])=[O:9])[CH:5]=[CH:4][C:3]=1[N:12]1[C:16]2=[N:17][CH:18]=[N:19][C:20]([NH:21][CH:22]3[CH2:26][CH2:25][NH:24][CH2:23]3)=[C:15]2[CH:14]=[N:13]1.[CH:27]([O:30][C:31](Cl)=[O:32])([CH3:29])[CH3:28].C(N(CC)CC)C. The catalyst is CN(C=O)C. The product is [CH:27]([O:30][C:31]([N:24]1[CH2:25][CH2:26][CH:22]([NH:21][C:20]2[N:19]=[CH:18][N:17]=[C:16]3[N:12]([C:3]4[CH:4]=[CH:5][C:6]([S:8]([CH3:11])(=[O:9])=[O:10])=[CH:7][C:2]=4[F:1])[N:13]=[CH:14][C:15]=23)[CH2:23]1)=[O:32])([CH3:29])[CH3:28]. The yield is 0.410.